Task: Predict the product of the given reaction.. Dataset: Forward reaction prediction with 1.9M reactions from USPTO patents (1976-2016) (1) Given the reactants [OH:1][C:2]1[CH:7]=[CH:6][CH:5]=[CH:4][C:3]=1[CH2:8][C:9]([OH:11])=[O:10].S(=O)(=O)(O)O.[CH2:17](O)[CH3:18], predict the reaction product. The product is: [OH:1][C:2]1[CH:7]=[CH:6][CH:5]=[CH:4][C:3]=1[CH2:8][C:9]([O:11][CH2:17][CH3:18])=[O:10]. (2) Given the reactants Cl[C:2]1[N:3]=[N:4][C:5]([CH3:22])=[C:6]([C:17]2[S:18][CH:19]=[CH:20][CH:21]=2)[C:7]=1[C:8]1[C:13]([F:14])=[CH:12][C:11]([F:15])=[CH:10][C:9]=1[F:16].[F-:23].[K+].CS(C)=O, predict the reaction product. The product is: [F:23][C:2]1[N:3]=[N:4][C:5]([CH3:22])=[C:6]([C:17]2[S:18][CH:19]=[CH:20][CH:21]=2)[C:7]=1[C:8]1[C:13]([F:14])=[CH:12][C:11]([F:15])=[CH:10][C:9]=1[F:16]. (3) Given the reactants C([O:5][C:6](=[O:36])[CH2:7][CH2:8][N:9]1[CH2:14][CH2:13][CH:12]([C:15]2[CH:20]=[CH:19][C:18]([CH2:21][O:22][C:23]3[CH:28]=[CH:27][C:26]([CH:29]4[CH2:34][CH2:33][S:32][CH2:31][CH2:30]4)=[C:25]([CH3:35])[CH:24]=3)=[CH:17][CH:16]=2)[CH2:11][CH2:10]1)(C)(C)C.C([SiH](CC)CC)C.C(O)(C(F)(F)F)=O, predict the reaction product. The product is: [CH3:35][C:25]1[CH:24]=[C:23]([CH:28]=[CH:27][C:26]=1[CH:29]1[CH2:34][CH2:33][S:32][CH2:31][CH2:30]1)[O:22][CH2:21][C:18]1[CH:19]=[CH:20][C:15]([CH:12]2[CH2:11][CH2:10][N:9]([CH2:8][CH2:7][C:6]([OH:36])=[O:5])[CH2:14][CH2:13]2)=[CH:16][CH:17]=1.